Dataset: Cav3 T-type calcium channel HTS with 100,875 compounds. Task: Binary Classification. Given a drug SMILES string, predict its activity (active/inactive) in a high-throughput screening assay against a specified biological target. (1) The drug is Clc1c(SCC(=O)N2CCN(S(=O)(=O)c3ccc(cc3)C)CC2)ncc(c1)C(F)(F)F. The result is 0 (inactive). (2) The drug is S(=O)(=O)(N1CC(CCC1)C(=O)NCc1sccc1)c1c([nH]nc1C)C. The result is 0 (inactive). (3) The compound is S(CC(=O)NCC1OCCC1)c1nc([nH]c1c1ccc(cc1)C)c1ccc(cc1)C. The result is 0 (inactive).